This data is from NCI-60 drug combinations with 297,098 pairs across 59 cell lines. The task is: Regression. Given two drug SMILES strings and cell line genomic features, predict the synergy score measuring deviation from expected non-interaction effect. (1) Synergy scores: CSS=14.3, Synergy_ZIP=-7.58, Synergy_Bliss=-3.29, Synergy_Loewe=-12.3, Synergy_HSA=-2.28. Drug 2: CCN(CC)CCCC(C)NC1=C2C=C(C=CC2=NC3=C1C=CC(=C3)Cl)OC. Cell line: RXF 393. Drug 1: CC1C(C(=O)NC(C(=O)N2CCCC2C(=O)N(CC(=O)N(C(C(=O)O1)C(C)C)C)C)C(C)C)NC(=O)C3=C4C(=C(C=C3)C)OC5=C(C(=O)C(=C(C5=N4)C(=O)NC6C(OC(=O)C(N(C(=O)CN(C(=O)C7CCCN7C(=O)C(NC6=O)C(C)C)C)C)C(C)C)C)N)C. (2) Drug 1: CC12CCC3C(C1CCC2=O)CC(=C)C4=CC(=O)C=CC34C. Synergy scores: CSS=24.3, Synergy_ZIP=0.711, Synergy_Bliss=-0.457, Synergy_Loewe=0.357, Synergy_HSA=0.344. Drug 2: CC1C(C(CC(O1)OC2CC(OC(C2O)C)OC3=CC4=CC5=C(C(=O)C(C(C5)C(C(=O)C(C(C)O)O)OC)OC6CC(C(C(O6)C)O)OC7CC(C(C(O7)C)O)OC8CC(C(C(O8)C)O)(C)O)C(=C4C(=C3C)O)O)O)O. Cell line: U251. (3) Drug 1: CC1C(C(=O)NC(C(=O)N2CCCC2C(=O)N(CC(=O)N(C(C(=O)O1)C(C)C)C)C)C(C)C)NC(=O)C3=C4C(=C(C=C3)C)OC5=C(C(=O)C(=C(C5=N4)C(=O)NC6C(OC(=O)C(N(C(=O)CN(C(=O)C7CCCN7C(=O)C(NC6=O)C(C)C)C)C)C(C)C)C)N)C. Drug 2: CCC1=C2CN3C(=CC4=C(C3=O)COC(=O)C4(CC)O)C2=NC5=C1C=C(C=C5)O. Cell line: M14. Synergy scores: CSS=14.6, Synergy_ZIP=-3.77, Synergy_Bliss=-1.53, Synergy_Loewe=-11.7, Synergy_HSA=-1.63. (4) Drug 1: CC1=C2C(C(=O)C3(C(CC4C(C3C(C(C2(C)C)(CC1OC(=O)C(C(C5=CC=CC=C5)NC(=O)OC(C)(C)C)O)O)OC(=O)C6=CC=CC=C6)(CO4)OC(=O)C)OC)C)OC. Drug 2: CC1CCC2CC(C(=CC=CC=CC(CC(C(=O)C(C(C(=CC(C(=O)CC(OC(=O)C3CCCCN3C(=O)C(=O)C1(O2)O)C(C)CC4CCC(C(C4)OC)OCCO)C)C)O)OC)C)C)C)OC. Cell line: SF-268. Synergy scores: CSS=69.5, Synergy_ZIP=17.7, Synergy_Bliss=17.4, Synergy_Loewe=17.8, Synergy_HSA=23.2. (5) Drug 1: CN(C)N=NC1=C(NC=N1)C(=O)N. Drug 2: COCCOC1=C(C=C2C(=C1)C(=NC=N2)NC3=CC=CC(=C3)C#C)OCCOC.Cl. Cell line: CCRF-CEM. Synergy scores: CSS=23.1, Synergy_ZIP=0.944, Synergy_Bliss=2.33, Synergy_Loewe=1.44, Synergy_HSA=3.27. (6) Drug 1: CN1CCC(CC1)COC2=C(C=C3C(=C2)N=CN=C3NC4=C(C=C(C=C4)Br)F)OC. Drug 2: CCC1(CC2CC(C3=C(CCN(C2)C1)C4=CC=CC=C4N3)(C5=C(C=C6C(=C5)C78CCN9C7C(C=CC9)(C(C(C8N6C)(C(=O)OC)O)OC(=O)C)CC)OC)C(=O)OC)O.OS(=O)(=O)O. Cell line: NCI-H522. Synergy scores: CSS=31.5, Synergy_ZIP=-2.95, Synergy_Bliss=2.71, Synergy_Loewe=-8.76, Synergy_HSA=4.27. (7) Cell line: UACC-257. Synergy scores: CSS=-8.61, Synergy_ZIP=-1.87, Synergy_Bliss=-12.8, Synergy_Loewe=-16.7, Synergy_HSA=-16.1. Drug 2: CN(CCCl)CCCl.Cl. Drug 1: C1=CC(=CC=C1CCCC(=O)O)N(CCCl)CCCl.